This data is from Reaction yield outcomes from USPTO patents with 853,638 reactions. The task is: Predict the reaction yield, written as a fraction of the theoretical maximum amount of product (1.0 means a 100% yield; for example, 0.34 means a 34% yield). (1) The reactants are [NH2:1][C:2]1[CH:3]=[N:4][CH:5]=[CH:6][C:7]=1[CH3:8].[Li][CH:10](CC)[CH3:11].C(OCC)(=O)C.[NH4+].[Cl-]. The catalyst is C1COCC1.CO. The product is [CH3:10][C:11]1[NH:1][C:2]2=[CH:3][N:4]=[CH:5][CH:6]=[C:7]2[CH:8]=1. The yield is 0.735. (2) The reactants are [OH-].[Na+].C[O:4][C:5]([CH:7]1[CH2:12][CH2:11][CH:10]([NH:13][C:14]2[N:19]=[C:18]([N:20]3[C:24]4[CH:25]=[CH:26][CH:27]=[CH:28][C:23]=4[N:22]=[N:21]3)[C:17]([Cl:29])=[CH:16][N:15]=2)[CH2:9][CH2:8]1)=[O:6].Cl. The yield is 0.850. The product is [N:20]1([C:18]2[C:17]([Cl:29])=[CH:16][N:15]=[C:14]([NH:13][C@H:10]3[CH2:9][CH2:8][C@H:7]([C:5]([OH:6])=[O:4])[CH2:12][CH2:11]3)[N:19]=2)[C:24]2[CH:25]=[CH:26][CH:27]=[CH:28][C:23]=2[N:22]=[N:21]1. The catalyst is C1COCC1.O. (3) The reactants are [CH3:1][C:2]1[O:6][C:5]([NH2:7])=[N:4][CH:3]=1.Br[C:9]1[C:10](=[O:17])[N:11]([CH3:16])[CH:12]=[C:13]([Br:15])[CH:14]=1.CC1(C)C2C(=C(P(C3C=CC=CC=3)C3C=CC=CC=3)C=CC=2)OC2C(P(C3C=CC=CC=3)C3C=CC=CC=3)=CC=CC1=2.C([O-])([O-])=O.[Cs+].[Cs+]. The catalyst is C1C=CC(/C=C/C(/C=C/C2C=CC=CC=2)=O)=CC=1.C1C=CC(/C=C/C(/C=C/C2C=CC=CC=2)=O)=CC=1.C1C=CC(/C=C/C(/C=C/C2C=CC=CC=2)=O)=CC=1.[Pd].[Pd].O1CCOCC1. The product is [Br:15][C:13]1[CH:14]=[C:9]([NH:7][C:5]2[O:6][C:2]([CH3:1])=[CH:3][N:4]=2)[C:10](=[O:17])[N:11]([CH3:16])[CH:12]=1. The yield is 0.880. (4) The yield is 0.720. The product is [C:24]([NH:1][C:2]1[CH:14]=[CH:13][C:5]2[C:6]([C:9]([O:11][CH3:12])=[O:10])=[N:7][O:8][C:4]=2[CH:3]=1)(=[O:26])[CH3:25]. The catalyst is C(Cl)Cl. The reactants are [NH2:1][C:2]1[CH:14]=[CH:13][C:5]2[C:6]([C:9]([O:11][CH3:12])=[O:10])=[N:7][O:8][C:4]=2[CH:3]=1.CCN(C(C)C)C(C)C.[C:24](Cl)(=[O:26])[CH3:25]. (5) The reactants are [C:1]([C:3]1[CH:8]=[CH:7][N:6]=[CH:5][CH:4]=1)#[N:2].S(=O)(=O)(O)O.C(O)(=O)[CH2:15][CH:16]([CH3:18])[CH3:17].S(OOS([O-])(=O)=O)([O-])(=O)=O.[NH4+].[NH4+].C(=O)(O)[O-].[Na+]. The catalyst is O.[N+]([O-])([O-])=O.[Ag+]. The product is [CH2:15]([C:5]1[CH:4]=[C:3]([C:1]#[N:2])[CH:8]=[CH:7][N:6]=1)[CH:16]([CH3:18])[CH3:17]. The yield is 0.325. (6) The reactants are CC1(C)[O:6][CH:5]([CH2:7][O:8][C:9]2[CH:14]=[CH:13][CH:12]=[CH:11][C:10]=2[C:15]2[CH:16]=[CH:17][C:18]3[N:19]([C:21]([C:24]([NH:26][C:27]4[CH:32]=[CH:31][CH:30]=[C:29]([N:33]5[CH2:38][CH2:37][O:36][CH2:35][CH2:34]5)[N:28]=4)=[O:25])=[CH:22][N:23]=3)[N:20]=2)[CH2:4][O:3]1.Cl. The catalyst is CO. The product is [OH:6][CH:5]([CH2:4][OH:3])[CH2:7][O:8][C:9]1[CH:14]=[CH:13][CH:12]=[CH:11][C:10]=1[C:15]1[CH:16]=[CH:17][C:18]2[N:19]([C:21]([C:24]([NH:26][C:27]3[CH:32]=[CH:31][CH:30]=[C:29]([N:33]4[CH2:34][CH2:35][O:36][CH2:37][CH2:38]4)[N:28]=3)=[O:25])=[CH:22][N:23]=2)[N:20]=1. The yield is 0.900. (7) The yield is 0.280. The reactants are [Br:1][C:2]1[CH:19]=[CH:18][C:5]([C:6]([C:8](=[CH:14]N(C)C)[C:9]([O:11][CH2:12][CH3:13])=[O:10])=O)=[C:4]([Cl:20])[CH:3]=1.[N+]([O-])(O)=O.[N+]([O-])(O)=O.[CH3:29][O:30][C:31]1[CH:32]=[C:33]([NH:43][C:44]([NH2:46])=[NH:45])[CH:34]=[CH:35][C:36]=1[N:37]1[CH:41]=[C:40]([CH3:42])[N:39]=[CH:38]1. The product is [Br:1][C:2]1[CH:19]=[CH:18][C:5]([C:6]2[C:8]([C:9]([O:11][CH2:12][CH3:13])=[O:10])=[CH:14][N:46]=[C:44]([NH:43][C:33]3[CH:34]=[CH:35][C:36]([N:37]4[CH:41]=[C:40]([CH3:42])[N:39]=[CH:38]4)=[C:31]([O:30][CH3:29])[CH:32]=3)[N:45]=2)=[C:4]([Cl:20])[CH:3]=1. No catalyst specified. (8) The reactants are [H-].[H-].[H-].[H-].[Li+].[Al+3].[C:7]([NH:15][C:16]1([CH2:20][C:21](OCC)=[O:22])[CH2:19][CH2:18][CH2:17]1)(=O)[C:8]1[CH:13]=[CH:12][CH:11]=[CH:10][CH:9]=1. The catalyst is C1COCC1.O.C(OCC)(=O)C. The product is [CH2:7]([NH:15][C:16]1([CH2:20][CH2:21][OH:22])[CH2:19][CH2:18][CH2:17]1)[C:8]1[CH:13]=[CH:12][CH:11]=[CH:10][CH:9]=1. The yield is 0.610.